This data is from Forward reaction prediction with 1.9M reactions from USPTO patents (1976-2016). The task is: Predict the product of the given reaction. Given the reactants [F:1][C:2]1[CH:7]=[C:6]([N+:8]([O-])=O)[CH:5]=[C:4]([F:11])[C:3]=1[N:12]1[CH2:17][CH2:16][O:15][CH2:14][CH2:13]1.C1COCC1, predict the reaction product. The product is: [F:11][C:4]1[CH:5]=[C:6]([CH:7]=[C:2]([F:1])[C:3]=1[N:12]1[CH2:17][CH2:16][O:15][CH2:14][CH2:13]1)[NH2:8].